This data is from Peptide-MHC class II binding affinity with 134,281 pairs from IEDB. The task is: Regression. Given a peptide amino acid sequence and an MHC pseudo amino acid sequence, predict their binding affinity value. This is MHC class II binding data. (1) The peptide sequence is YDKFLANVSTCLTGK. The MHC is DRB1_1602 with pseudo-sequence DRB1_1602. The binding affinity (normalized) is 0.764. (2) The peptide sequence is AHGETVSAVAELIGD. The binding affinity (normalized) is 0.0581. The MHC is DRB1_0802 with pseudo-sequence DRB1_0802.